From a dataset of Forward reaction prediction with 1.9M reactions from USPTO patents (1976-2016). Predict the product of the given reaction. (1) Given the reactants O=[C:2]1[CH2:7][CH2:6][N:5]([C:8]([O:10][C:11]([CH3:14])([CH3:13])[CH3:12])=[O:9])[CH2:4][CH2:3]1.[NH2:15][C:16]1[CH:21]=[CH:20][C:19]([CH3:22])=[CH:18][CH:17]=1.C(O[BH-](OC(=O)C)OC(=O)C)(=O)C.[Na+].C(=O)(O)[O-].[Na+], predict the reaction product. The product is: [C:19]1([CH3:22])[CH:20]=[CH:21][C:16]([NH:15][CH:2]2[CH2:7][CH2:6][N:5]([C:8]([O:10][C:11]([CH3:14])([CH3:13])[CH3:12])=[O:9])[CH2:4][CH2:3]2)=[CH:17][CH:18]=1. (2) The product is: [Br:12][C:13]1[CH:18]=[CH:17][C:16]([O:19][C:1](=[O:3])[CH3:2])=[C:15]([CH2:20][CH3:21])[CH:14]=1. Given the reactants [C:1](Cl)(=[O:3])[CH3:2].C(N(CC)CC)C.[Br:12][C:13]1[CH:18]=[CH:17][C:16]([OH:19])=[C:15]([CH2:20][CH3:21])[CH:14]=1, predict the reaction product. (3) Given the reactants BrC1[CH:3]=[C:4]([CH:29]=[CH:30]C=1)[C:5]([NH:7][CH:8]([C:10]1[N:15]=[N:14][C:13]([NH:16][C:17]2[CH:22]=[C:21]([O:23][CH3:24])[C:20]([O:25][CH3:26])=[C:19]([O:27][CH3:28])[CH:18]=2)=[N:12][CH:11]=1)[CH3:9])=[O:6].NC(C1N=NC(NC2C=C([O:48]C)C(OC)=C(OC)C=2)=NC=1)C.O1C=CC(C(O)=O)=C1.C(N(C(C)C)CC)(C)C.F[P-](F)(F)(F)(F)F.N1(OC(N(C)C)=[N+](C)C)C2N=CC=CC=2N=N1, predict the reaction product. The product is: [CH3:28][O:27][C:19]1[CH:18]=[C:17]([NH:16][C:13]2[N:14]=[N:15][C:10]([CH:8]([NH:7][C:5]([C:4]3[CH:29]=[CH:30][O:48][CH:3]=3)=[O:6])[CH3:9])=[CH:11][N:12]=2)[CH:22]=[C:21]([O:23][CH3:24])[C:20]=1[O:25][CH3:26]. (4) Given the reactants [NH:1]1[CH2:6][CH:5]=[C:4]([C:7]2[C:15]3[C:10](=[N:11][CH:12]=[CH:13][CH:14]=3)[NH:9][CH:8]=2)[CH2:3][CH2:2]1.C(N(CC)CC)C.[C:23](Cl)(=[O:32])[O:24][CH2:25][C:26]1[CH:31]=[CH:30][CH:29]=[CH:28][CH:27]=1, predict the reaction product. The product is: [NH:9]1[C:10]2=[N:11][CH:12]=[CH:13][CH:14]=[C:15]2[C:7]([C:4]2[CH2:3][CH2:2][N:1]([C:23]([O:24][CH2:25][C:26]3[CH:31]=[CH:30][CH:29]=[CH:28][CH:27]=3)=[O:32])[CH2:6][CH:5]=2)=[CH:8]1. (5) Given the reactants [Cl:1]C1C=CC(Cl)=CC=1C=O.COC1C=C(C=CC=1)C=O.[ClH:21].[CH2:22]([CH:29]([CH2:40][N:41]([CH3:43])[CH3:42])[C:30]([C:32]1[CH:37]=[CH:36][C:35](Cl)=[CH:34][C:33]=1[Cl:39])=[O:31])[C:23]1[CH:28]=[CH:27][CH:26]=[CH:25][CH:24]=1, predict the reaction product. The product is: [ClH:1].[CH2:22]([CH:29]([CH2:40][N:41]([CH3:43])[CH3:42])[C:30]([C:32]1[CH:37]=[C:36]([Cl:21])[CH:35]=[CH:34][C:33]=1[Cl:39])=[O:31])[C:23]1[CH:24]=[CH:25][CH:26]=[CH:27][CH:28]=1.